Predict the reactants needed to synthesize the given product. From a dataset of Full USPTO retrosynthesis dataset with 1.9M reactions from patents (1976-2016). (1) Given the product [NH2:15][C:14]([C:10]1[O:9][CH:13]=[CH:12][CH:11]=1)=[CH:2][C:1]#[N:3], predict the reactants needed to synthesize it. The reactants are: [C:1](#[N:3])[CH3:2].C([Li])CCC.[O:9]1[CH:13]=[CH:12][CH:11]=[C:10]1[C:14]#[N:15]. (2) The reactants are: [C:1]12([NH2:11])[CH2:10][CH:5]3[CH2:6][CH:7]([CH2:9][CH:3]([CH2:4]3)[CH2:2]1)[CH2:8]2.[Cl:12][C:13]1[S:17][N:16]=[C:15]([CH2:18]Cl)[N:14]=1. Given the product [Cl:12][C:13]1[S:17][N:16]=[C:15]([CH2:18][NH:11][C:1]23[CH2:8][CH:7]4[CH2:6][CH:5]([CH2:4][CH:3]([CH2:9]4)[CH2:2]2)[CH2:10]3)[N:14]=1, predict the reactants needed to synthesize it.